Dataset: Full USPTO retrosynthesis dataset with 1.9M reactions from patents (1976-2016). Task: Predict the reactants needed to synthesize the given product. (1) Given the product [Br:13][C:3]1[C:2]([CH3:1])=[CH:12][C:6]2[NH:7][C:8](=[O:11])[CH2:9][O:10][C:5]=2[CH:4]=1, predict the reactants needed to synthesize it. The reactants are: [CH3:1][C:2]1[CH:3]=[CH:4][C:5]2[O:10][CH2:9][C:8](=[O:11])[NH:7][C:6]=2[CH:12]=1.[Br:13]Br. (2) The reactants are: [CH:1]1[CH:10]=[C:9]2C([O:13][C:14](=[O:15])[C:7]3=[C:8]2[C:3](=[CH:4][C:5]([Br:16])=[CH:6]3)[CH:2]=1)=O.[OH-].[Na+]. Given the product [Br:16][C:5]1[CH:6]=[C:7]([C:14]([OH:15])=[O:13])[C:8]2[C:3]([CH:4]=1)=[CH:2][CH:1]=[CH:10][CH:9]=2, predict the reactants needed to synthesize it. (3) Given the product [Br:1][C:2]1[C:3]([CH3:18])=[CH:4][C:5]2[N:6]([CH:8]=[C:9]([C:11]3[CH:16]=[CH:15][C:14]([O:17][CH2:26][CH2:27][O:28][Si:29]([C:32]([CH3:35])([CH3:34])[CH3:33])([CH3:31])[CH3:30])=[CH:13][CH:12]=3)[N:10]=2)[CH:7]=1, predict the reactants needed to synthesize it. The reactants are: [Br:1][C:2]1[C:3]([CH3:18])=[CH:4][C:5]2[N:6]([CH:8]=[C:9]([C:11]3[CH:16]=[CH:15][C:14]([OH:17])=[CH:13][CH:12]=3)[N:10]=2)[CH:7]=1.C(=O)([O-])[O-].[K+].[K+].Br[CH2:26][CH2:27][O:28][Si:29]([C:32]([CH3:35])([CH3:34])[CH3:33])([CH3:31])[CH3:30].[Cl-].[Na+]. (4) Given the product [C:1]([F:5])([CH3:4])([CH3:3])[CH3:2].[CH3:6][CH2:7][CH2:8][CH2:9][CH3:10], predict the reactants needed to synthesize it. The reactants are: [C:1]([F:5])([CH3:4])([CH3:3])[CH3:2].[CH3:6][CH2:7][CH2:8][CH2:9][CH3:10]. (5) Given the product [NH2:9][C:8]1([C:5]2[N:6]=[CH:7][C:2]([NH2:1])=[CH:3][CH:4]=2)[CH2:11][CH2:10]1, predict the reactants needed to synthesize it. The reactants are: [NH2:1][C:2]1[CH:3]=[CH:4][C:5]([C:8]#[N:9])=[N:6][CH:7]=1.[CH3:10][CH2:11][Mg+].[Br-]. (6) Given the product [Cl:1][C:2]1[CH:3]=[C:4]([C:9]2([C:10]#[N:11])[CH2:16][CH2:15][CH2:14][CH2:13]2)[CH:5]=[CH:6][C:7]=1[Cl:8], predict the reactants needed to synthesize it. The reactants are: [Cl:1][C:2]1[CH:3]=[C:4]([CH2:9][C:10]#[N:11])[CH:5]=[CH:6][C:7]=1[Cl:8].Br[CH2:13][CH2:14][CH2:15][CH2:16]Br.FC(F)(F)C1C=CC(C2(C#N)CCCC2)=CC=1.